This data is from Peptide-MHC class I binding affinity with 185,985 pairs from IEDB/IMGT. The task is: Regression. Given a peptide amino acid sequence and an MHC pseudo amino acid sequence, predict their binding affinity value. This is MHC class I binding data. (1) The peptide sequence is NQECWDSVF. The MHC is HLA-B08:03 with pseudo-sequence HLA-B08:03. The binding affinity (normalized) is 0.0847. (2) The peptide sequence is NPRLCTREEF. The MHC is HLA-B53:01 with pseudo-sequence HLA-B53:01. The binding affinity (normalized) is 0.511. (3) The peptide sequence is SPAIFQCSM. The MHC is HLA-A24:02 with pseudo-sequence HLA-A24:02. The binding affinity (normalized) is 0. (4) The peptide sequence is STLNFNNLY. The MHC is HLA-B18:01 with pseudo-sequence HLA-B18:01. The binding affinity (normalized) is 0.0950. (5) The peptide sequence is FMNDLQVSR. The MHC is HLA-A02:02 with pseudo-sequence HLA-A02:02. The binding affinity (normalized) is 0.490. (6) The peptide sequence is GIFVDTMSIY. The MHC is HLA-A31:01 with pseudo-sequence HLA-A31:01. The binding affinity (normalized) is 0. (7) The peptide sequence is KYFVRSTEK. The MHC is HLA-B48:01 with pseudo-sequence HLA-B48:01. The binding affinity (normalized) is 0.0847.